From a dataset of NCI-60 drug combinations with 297,098 pairs across 59 cell lines. Regression. Given two drug SMILES strings and cell line genomic features, predict the synergy score measuring deviation from expected non-interaction effect. (1) Drug 1: C1=NC2=C(N1)C(=S)N=C(N2)N. Drug 2: C1CC(=O)NC(=O)C1N2C(=O)C3=CC=CC=C3C2=O. Cell line: NCI-H460. Synergy scores: CSS=38.2, Synergy_ZIP=2.43, Synergy_Bliss=3.97, Synergy_Loewe=-21.5, Synergy_HSA=3.45. (2) Drug 1: CCC1=CC2CC(C3=C(CN(C2)C1)C4=CC=CC=C4N3)(C5=C(C=C6C(=C5)C78CCN9C7C(C=CC9)(C(C(C8N6C)(C(=O)OC)O)OC(=O)C)CC)OC)C(=O)OC.C(C(C(=O)O)O)(C(=O)O)O. Drug 2: C1=CC(=CC=C1C#N)C(C2=CC=C(C=C2)C#N)N3C=NC=N3. Cell line: MCF7. Synergy scores: CSS=41.6, Synergy_ZIP=2.89, Synergy_Bliss=3.31, Synergy_Loewe=-22.1, Synergy_HSA=3.94.